Dataset: Full USPTO retrosynthesis dataset with 1.9M reactions from patents (1976-2016). Task: Predict the reactants needed to synthesize the given product. (1) The reactants are: [ClH:1].NC(=O)[C@@H:4]([NH:11][C:12](=[O:32])[CH2:13][C:14]([NH:16][C:17]1[CH:22]=[CH:21][C:20]([O:23][C:24]2[CH:29]=[CH:28][N:27]=[C:26]([NH2:30])[CH:25]=2)=[C:19]([F:31])[CH:18]=1)=[O:15])[C:5]1[CH:10]=CC=C[CH:6]=1.[CH3:34]C(C)(C)CN. Given the product [ClH:1].[NH2:30][C:26]1[CH:25]=[C:24]([O:23][C:20]2[CH:21]=[CH:22][C:17]([NH:16][C:14](=[O:15])[CH2:13][C:12]([NH:11][CH2:4][C:5]([CH3:10])([CH3:34])[CH3:6])=[O:32])=[CH:18][C:19]=2[F:31])[CH:29]=[CH:28][N:27]=1, predict the reactants needed to synthesize it. (2) Given the product [ClH:1].[CH3:22][O:21][CH:18]1[CH2:19][CH2:20][NH:15][CH2:16][CH2:17]1, predict the reactants needed to synthesize it. The reactants are: [ClH:1].O1CCOCC1.C(OC([N:15]1[CH2:20][CH2:19][CH:18]([O:21][CH3:22])[CH2:17][CH2:16]1)=O)(C)(C)C. (3) Given the product [CH2:1]([O:3][C:4](=[O:15])[C:5]1[CH:10]=[CH:9][C:8]([Cl:25])=[N:7][C:6]=1[CH:12]([CH3:14])[CH3:13])[CH3:2], predict the reactants needed to synthesize it. The reactants are: [CH2:1]([O:3][C:4](=[O:15])[C:5]1[CH:10]=[CH:9][C:8](O)=[N:7][C:6]=1[CH:12]([CH3:14])[CH3:13])[CH3:2].P(Cl)([Cl:25])(OC1C=CC=CC=1)=O.C(=O)(O)[O-].[Na+]. (4) Given the product [Cl:12][C:13]1[CH:18]=[C:17]([O:19][C:2]2[C:3]([CH3:11])=[CH:4][C:5]([N+:8]([O-:10])=[O:9])=[N:6][CH:7]=2)[CH:16]=[CH:15][N:14]=1, predict the reactants needed to synthesize it. The reactants are: F[C:2]1[C:3]([CH3:11])=[CH:4][C:5]([N+:8]([O-:10])=[O:9])=[N:6][CH:7]=1.[Cl:12][C:13]1[CH:18]=[C:17]([OH:19])[CH:16]=[CH:15][N:14]=1.C([O-])([O-])=O.[K+].[K+].O. (5) Given the product [CH2:7]([O:9][C:10]([N:12]1[CH2:13][CH2:14][N:15]([CH2:20][C:19]#[CH:18])[CH2:16][CH2:17]1)=[O:11])[CH3:8], predict the reactants needed to synthesize it. The reactants are: C([O-])([O-])=O.[K+].[K+].[CH2:7]([O:9][C:10]([N:12]1[CH2:17][CH2:16][NH:15][CH2:14][CH2:13]1)=[O:11])[CH3:8].[CH2:18](Br)[C:19]#[CH:20]. (6) Given the product [Br:16][C:10]1[CH:11]=[C:12]2[C:7]([O:6][CH2:5][C:4](=[O:3])[NH:13]2)=[N:8][CH:9]=1, predict the reactants needed to synthesize it. The reactants are: C([O:3][C:4](=O)[CH2:5][O:6][C:7]1[C:12]([N+:13]([O-])=O)=[CH:11][C:10]([Br:16])=[CH:9][N:8]=1)C.